Dataset: Reaction yield outcomes from USPTO patents with 853,638 reactions. Task: Predict the reaction yield, written as a fraction of the theoretical maximum amount of product (1.0 means a 100% yield; for example, 0.34 means a 34% yield). (1) The reactants are [Cl:1][C:2]1[CH:7]=[CH:6][C:5]([C:8]2[N:12]([C:13]3[CH:18]=[CH:17][C:16]([Cl:19])=[CH:15][C:14]=3[Cl:20])[N:11]=[C:10]([C:21](=O)[CH2:22][C:23](=O)[C:24]([CH3:27])([CH3:26])[CH3:25])[C:9]=2[CH3:30])=[CH:4][CH:3]=1.O.[NH2:32][NH2:33].C1COCC1. The catalyst is CCO. The product is [C:24]([C:23]1[NH:33][N:32]=[C:21]([C:10]2[C:9]([CH3:30])=[C:8]([C:5]3[CH:6]=[CH:7][C:2]([Cl:1])=[CH:3][CH:4]=3)[N:12]([C:13]3[CH:18]=[CH:17][C:16]([Cl:19])=[CH:15][C:14]=3[Cl:20])[N:11]=2)[CH:22]=1)([CH3:27])([CH3:26])[CH3:25]. The yield is 0.630. (2) The reactants are CCN(/C=C(/C(OCC)=O)\[C:8](C)=[O:9])CC.OCCNN.[C:21]([N:25]1[C:29]([CH3:30])=[C:28]([C:31]([O:33][CH2:34][CH3:35])=[O:32])[CH:27]=[N:26]1)(C)(C)[CH3:22].[H-].[Na+].[OH:38][CH2:39][CH2:40][N:41]1[C:45]([CH3:46])=[C:44]([C:47]([O:49][CH2:50][CH3:51])=[O:48])[CH:43]=[N:42]1.CI. The catalyst is C1COCC1. The product is [OH:38][CH2:39][CH2:40][N:41]1[C:45]([CH3:46])=[C:44]([C:47]([O:49][CH2:50][CH3:51])=[O:48])[CH:43]=[N:42]1.[CH3:8][O:9][CH2:22][CH2:21][N:25]1[C:29]([CH3:30])=[C:28]([C:31]([O:33][CH2:34][CH3:35])=[O:32])[CH:27]=[N:26]1. The yield is 0.670. (3) The reactants are [CH2:1]([NH:8][C:9]1[C:14]2[CH:15]=[CH:16][N:17]([C@@H:18]3[O:22][C@H:21]([CH2:23][OH:24])[C@@H:20]([O:25][Si:26]([C:29]([CH3:32])([CH3:31])[CH3:30])([CH3:28])[CH3:27])[CH2:19]3)[C:13]=2[CH:12]=[CH:11][N:10]=1)[C:2]1[CH:7]=[CH:6][CH:5]=[CH:4][CH:3]=1.Cl[S:34]([NH2:37])(=[O:36])=[O:35]. No catalyst specified. The product is [S:34](=[O:36])(=[O:35])([O:24][CH2:23][C@@H:21]1[C@@H:20]([O:25][Si:26]([C:29]([CH3:32])([CH3:31])[CH3:30])([CH3:27])[CH3:28])[CH2:19][C@H:18]([N:17]2[C:13]3[CH:12]=[CH:11][N:10]=[C:9]([NH:8][CH2:1][C:2]4[CH:7]=[CH:6][CH:5]=[CH:4][CH:3]=4)[C:14]=3[CH:15]=[CH:16]2)[O:22]1)[NH2:37]. The yield is 0.290. (4) The reactants are [CH3:1][NH:2][C:3]([C:5]1[N:6]([CH3:14])[C:7]2[C:12]([CH:13]=1)=[CH:11][CH:10]=[CH:9][CH:8]=2)=O.[H-].[H-].[H-].[H-].[Li+].[Al+3]. The catalyst is C1COCC1. The product is [CH3:14][N:6]1[C:7]2[C:12](=[CH:11][CH:10]=[CH:9][CH:8]=2)[CH:13]=[C:5]1[CH2:3][NH:2][CH3:1]. The yield is 0.930. (5) The reactants are Cl[CH2:2][C:3]1[O:7][N:6]=[C:5]([C:8]2[CH:13]=[C:12]([F:14])[CH:11]=[CH:10][C:9]=2[F:15])[N:4]=1.[CH2:16]([N:18]1[C:22]([C:23]2[S:24][CH:25]=[CH:26][CH:27]=2)=[N:21][NH:20][C:19]1=[S:28])[CH3:17].C(=O)([O-])[O-].[K+].[K+].C(OCC)(=O)C. The catalyst is CN(C=O)C. The product is [F:15][C:9]1[CH:10]=[CH:11][C:12]([F:14])=[CH:13][C:8]=1[C:5]1[N:4]=[C:3]([CH2:2][S:28][C:19]2[N:18]([CH2:16][CH3:17])[C:22]([C:23]3[S:24][CH:25]=[CH:26][CH:27]=3)=[N:21][N:20]=2)[O:7][N:6]=1. The yield is 0.500.